From a dataset of Catalyst prediction with 721,799 reactions and 888 catalyst types from USPTO. Predict which catalyst facilitates the given reaction. (1) Reactant: Br[C:2]1[CH:3]=[C:4]2[C:9](=[CH:10][CH:11]=1)[CH2:8][C:7](=[O:12])[CH2:6][CH2:5]2.C(=O)([O-])[O-].[Cs+].[Cs+].[N+:19]([C:22]1[CH:27]=[CH:26][C:25](B(O)O)=[CH:24][CH:23]=1)([O-:21])=[O:20]. Product: [N+:19]([C:22]1[CH:27]=[CH:26][C:25]([C:2]2[CH:3]=[C:4]3[C:9](=[CH:10][CH:11]=2)[CH2:8][C:7](=[O:12])[CH2:6][CH2:5]3)=[CH:24][CH:23]=1)([O-:21])=[O:20]. The catalyst class is: 70. (2) Reactant: [CH3:1][O:2][CH2:3][CH2:4][CH2:5][C:6]1[C:11]2[C:12]([CH3:18])=[C:13]([C:15](O)=[O:16])[O:14][C:10]=2[CH:9]=[CH:8][CH:7]=1.[H-].C([Al+]C(C)C)(C)C.CO.C(C(C(C([O-])=O)O)O)([O-])=O.[K+].[Na+]. Product: [CH3:1][O:2][CH2:3][CH2:4][CH2:5][C:6]1[C:11]2[C:12]([CH3:18])=[C:13]([CH2:15][OH:16])[O:14][C:10]=2[CH:9]=[CH:8][CH:7]=1. The catalyst class is: 207. (3) Reactant: C(OC(=O)[NH:7][C:8]1[CH:13]=[CH:12][C:11]([C:14]#[C:15][C:16]2[CH:21]=[CH:20][C:19]([F:22])=[CH:18][CH:17]=2)=[CH:10][C:9]=1[NH:23][C:24](=[O:39])[CH2:25][C:26](=O)[C:27]1[CH:32]=[CH:31][CH:30]=[C:29]([N:33]2[CH:37]=[N:36][CH:35]=[N:34]2)[CH:28]=1)(C)(C)C.C(O)(C(F)(F)F)=O. Product: [F:22][C:19]1[CH:20]=[CH:21][C:16]([C:15]#[C:14][C:11]2[CH:12]=[CH:13][C:8]3[N:7]=[C:26]([C:27]4[CH:32]=[CH:31][CH:30]=[C:29]([N:33]5[CH:37]=[N:36][CH:35]=[N:34]5)[CH:28]=4)[CH2:25][C:24](=[O:39])[NH:23][C:9]=3[CH:10]=2)=[CH:17][CH:18]=1. The catalyst class is: 2.